From a dataset of Catalyst prediction with 721,799 reactions and 888 catalyst types from USPTO. Predict which catalyst facilitates the given reaction. (1) Reactant: [Br:1][C:2]1[CH:3]=[C:4]([C:9]2([CH3:16])[NH:14][C:13](=S)[CH2:12][O:11][CH2:10]2)[CH:5]=[CH:6][C:7]=1[F:8].[NH3:17].C(OO)(C)(C)C. Product: [Br:1][C:2]1[CH:3]=[C:4]([C:9]2([CH3:16])[CH2:10][O:11][CH2:12][C:13]([NH2:17])=[N:14]2)[CH:5]=[CH:6][C:7]=1[F:8]. The catalyst class is: 24. (2) Reactant: [CH3:1][O:2][C:3](=[O:29])[CH:4]([N:9]1[C:15](=[O:16])[CH2:14][CH2:13][N:12]([C:17](=[O:28])/[CH:18]=[CH:19]/[C:20]2[CH:25]=[CH:24][C:23]([Cl:26])=[C:22]([Cl:27])[CH:21]=2)[CH2:11][CH2:10]1)[CH2:5][CH2:6][CH2:7]I.[NH:30]1[CH2:35][CH2:34][CH2:33][CH2:32][CH2:31]1.C(=O)([O-])[O-].[Cs+].[Cs+]. Product: [CH3:1][O:2][C:3](=[O:29])[CH:4]([N:9]1[C:15](=[O:16])[CH2:14][CH2:13][N:12]([C:17](=[O:28])/[CH:18]=[CH:19]/[C:20]2[CH:25]=[CH:24][C:23]([Cl:26])=[C:22]([Cl:27])[CH:21]=2)[CH2:11][CH2:10]1)[CH2:5][CH2:6][CH2:7][N:30]1[CH2:35][CH2:34][CH2:33][CH2:32][CH2:31]1. The catalyst class is: 44. (3) Reactant: Cl[C:2]([O:4][CH3:5])=[O:3].[CH3:6][O:7][C:8]1[CH:9]=[C:10]([NH:16][C:17]([C:19]2[CH:20]=[C:21]([C:26]3[CH:31]=[CH:30][C:29]([F:32])=[CH:28][C:27]=3[F:33])[CH:22]=[CH:23]C=2O)=[O:18])[CH:11]=[CH:12][C:13]=1[O:14][CH3:15].Cl. Product: [F:33][C:27]1[CH:28]=[C:29]([F:32])[CH:30]=[CH:31][C:26]=1[C:21]1[CH:22]=[CH:23][C:5]2[O:4][C:2](=[O:3])[N:16]([C:10]3[CH:11]=[CH:12][C:13]([O:14][CH3:15])=[C:8]([O:7][CH3:6])[CH:9]=3)[C:17](=[O:18])[C:19]=2[CH:20]=1. The catalyst class is: 860. (4) Reactant: Br[C:2]1[CH:3]=[C:4]([CH:17]=[CH:18][CH:19]=1)[O:5][C:6]1[C:15]2[C:10](=[CH:11][CH:12]=[CH:13][CH:14]=2)[NH:9][C:8](=[O:16])[CH:7]=1.C(=O)([O-])[O-].[Na+].[Na+].CC1(C)C(C)(C)OB([C:34]2[CH:40]=[CH:39][C:37]([NH2:38])=[CH:36][CH:35]=2)O1. Product: [NH2:38][C:37]1[CH:39]=[CH:40][C:34]([C:2]2[CH:19]=[CH:18][CH:17]=[C:4]([O:5][C:6]3[C:15]4[C:10](=[CH:11][CH:12]=[CH:13][CH:14]=4)[NH:9][C:8](=[O:16])[CH:7]=3)[CH:3]=2)=[CH:35][CH:36]=1. The catalyst class is: 73.